This data is from Reaction yield outcomes from USPTO patents with 853,638 reactions. The task is: Predict the reaction yield, written as a fraction of the theoretical maximum amount of product (1.0 means a 100% yield; for example, 0.34 means a 34% yield). (1) The reactants are [O:1]1[C:5]2=[CH:6][N:7]=[CH:8][CH:9]=[C:4]2[CH:3]=[C:2]1[C:10]([OH:12])=O.Cl.[NH2:14][CH2:15][C:16]1[CH:21]=[CH:20][C:19]([S:22]([CH2:25][CH2:26][C:27]([O:29][CH3:30])=[O:28])(=[O:24])=[O:23])=[CH:18][CH:17]=1.CN1CCOCC1.C(Cl)CCl.C1C=CC2N(O)N=NC=2C=1. The catalyst is O.CCO. The product is [O:1]1[C:5]2=[CH:6][N:7]=[CH:8][CH:9]=[C:4]2[CH:3]=[C:2]1[C:10]([NH:14][CH2:15][C:16]1[CH:21]=[CH:20][C:19]([S:22]([CH2:25][CH2:26][C:27]([O:29][CH3:30])=[O:28])(=[O:24])=[O:23])=[CH:18][CH:17]=1)=[O:12]. The yield is 0.360. (2) The reactants are Cl[C:2]1[C:7]([CH3:8])=[CH:6][C:5]([N+:9]([O-:11])=[O:10])=[CH:4][N:3]=1.[CH3:12][OH:13].C[O-].[Na+]. The catalyst is C(=O)=O.C(O)(C)C. The product is [CH3:12][O:13][C:2]1[C:7]([CH3:8])=[CH:6][C:5]([N+:9]([O-:11])=[O:10])=[CH:4][N:3]=1. The yield is 0.970. (3) The reactants are [Br:1][C:2]1[CH:3]=[CH:4][C:5]([O:21][CH2:22][O:23][CH3:24])=[C:6]([CH2:8]/[CH:9]=[C:10](\[CH3:20])/[CH2:11][O:12][Si](C(C)(C)C)(C)C)[CH:7]=1.[F-].C([N+](CCCC)(CCCC)CCCC)CCC. The product is [Br:1][C:2]1[CH:3]=[CH:4][C:5]([O:21][CH2:22][O:23][CH3:24])=[C:6]([CH2:8]/[CH:9]=[C:10](\[CH3:20])/[CH2:11][OH:12])[CH:7]=1. The yield is 0.680. The catalyst is C1COCC1. (4) The reactants are [CH3:1][N:2]1[CH2:8][CH2:7][CH2:6][N:5]([C:9]2[S:13][C:12]([C:14]([O:16]CC)=O)=[CH:11][CH:10]=2)[CH2:4][CH2:3]1.[CH3:19][O:20][C:21]1[CH:22]=[C:23]([CH2:29][CH2:30][C:31]2[CH:32]=[C:33]([NH2:36])[NH:34][N:35]=2)[CH:24]=[C:25]([O:27][CH3:28])[CH:26]=1.C[Al](C)C. The catalyst is C1(C)C=CC=CC=1. The product is [CH3:28][O:27][C:25]1[CH:24]=[C:23]([CH2:29][CH2:30][C:31]2[CH:32]=[C:33]([NH:36][C:14]([C:12]3[S:13][C:9]([N:5]4[CH2:6][CH2:7][CH2:8][N:2]([CH3:1])[CH2:3][CH2:4]4)=[CH:10][CH:11]=3)=[O:16])[NH:34][N:35]=2)[CH:22]=[C:21]([O:20][CH3:19])[CH:26]=1. The yield is 0.460. (5) The reactants are [C:1]1([CH2:7][CH:8]([NH:10][CH2:11][C:12]2[CH:17]=[CH:16][CH:15]=[CH:14][CH:13]=2)[CH3:9])[CH:6]=[CH:5][CH:4]=[CH:3][CH:2]=1.C(O)(=O)[C@@H](C1C=CC=CC=1)O. No catalyst specified. The product is [C:1]1([CH2:7][C@@H:8]([NH:10][CH2:11][C:12]2[CH:13]=[CH:14][CH:15]=[CH:16][CH:17]=2)[CH3:9])[CH:2]=[CH:3][CH:4]=[CH:5][CH:6]=1. The yield is 0.860. (6) The reactants are [CH3:1][CH:2]([N:4]1[CH:8]=[C:7]([C:9]([OH:11])=[O:10])[C:6]([CH3:12])=[N:5]1)[CH3:3].[CH3:13][Si](C=[N+]=[N-])(C)C. The catalyst is C1C=CC=CC=1.CO. The product is [CH3:3][CH:2]([N:4]1[CH:8]=[C:7]([C:9]([O:11][CH3:13])=[O:10])[C:6]([CH3:12])=[N:5]1)[CH3:1]. The yield is 1.00. (7) The reactants are B(Cl)(Cl)Cl.C(Cl)Cl.C([O:15][C:16]1[C:17]([CH3:35])=[C:18]([CH3:34])[C:19]([NH:23][C:24](=[O:33])[CH2:25][C:26]2[CH:31]=[CH:30][C:29]([Cl:32])=[CH:28][CH:27]=2)=[N:20][C:21]=1[CH3:22])C1C=CC=CC=1.CC1C(C)=C(C)C(C)=C(C)C=1. The catalyst is C(Cl)(Cl)Cl.CO. The product is [Cl:32][C:29]1[CH:28]=[CH:27][C:26]([CH2:25][C:24]([NH:23][C:19]2[C:18]([CH3:34])=[C:17]([CH3:35])[C:16]([OH:15])=[C:21]([CH3:22])[N:20]=2)=[O:33])=[CH:31][CH:30]=1. The yield is 0.940. (8) The reactants are [CH3:1][N:2]1[CH2:6][CH2:5][CH2:4][C@H:3]1[C:7]1[N:11]2[CH:12]=[C:13]([O:16][C@H:17]3[C:26]4[C:21](=[CH:22][CH:23]=[CH:24][CH:25]=4)[C@@H:20]([NH2:27])[CH2:19][CH2:18]3)[CH:14]=[CH:15][C:10]2=[N:9][N:8]=1.ClC(Cl)(Cl)C[O:31][C:32](=[O:51])[NH:33][C:34]1[CH:39]=[C:38]([C:40]([CH3:43])([CH3:42])[CH3:41])[CH:37]=[C:36]([NH:44][S:45]([CH3:48])(=[O:47])=[O:46])[C:35]=1[O:49][CH3:50].CCN(C(C)C)C(C)C. The catalyst is O1CCOCC1. The product is [CH:32]([OH:51])=[O:31].[C:40]([C:38]1[CH:39]=[C:34]([NH:33][C:32]([NH:27][C@@H:20]2[C:21]3[C:26](=[CH:25][CH:24]=[CH:23][CH:22]=3)[C@H:17]([O:16][C:13]3[CH:14]=[CH:15][C:10]4[N:11]([C:7]([C@@H:3]5[CH2:4][CH2:5][CH2:6][N:2]5[CH3:1])=[N:8][N:9]=4)[CH:12]=3)[CH2:18][CH2:19]2)=[O:31])[C:35]([O:49][CH3:50])=[C:36]([NH:44][S:45]([CH3:48])(=[O:46])=[O:47])[CH:37]=1)([CH3:43])([CH3:41])[CH3:42]. The yield is 0.400.